From a dataset of Forward reaction prediction with 1.9M reactions from USPTO patents (1976-2016). Predict the product of the given reaction. Given the reactants Cl[C:2]1[N:7]=[C:6]([CH3:8])[CH:5]=[C:4]([C:9]2[CH:14]=[CH:13][C:12]([C:15]([F:18])([F:17])[F:16])=[CH:11][CH:10]=2)[N:3]=1.[Cl:19][C:20]1[N:24]=[CH:23][NH:22][N:21]=1, predict the reaction product. The product is: [Cl:19][C:20]1[N:24]=[CH:23][N:22]([C:2]2[N:7]=[C:6]([CH3:8])[CH:5]=[C:4]([C:9]3[CH:14]=[CH:13][C:12]([C:15]([F:18])([F:17])[F:16])=[CH:11][CH:10]=3)[N:3]=2)[N:21]=1.